From a dataset of Forward reaction prediction with 1.9M reactions from USPTO patents (1976-2016). Predict the product of the given reaction. (1) Given the reactants [H-].[Na+].[CH3:3][O:4][CH2:5][CH2:6][OH:7].[F:8][C:9]1[CH:10]=[C:11]([CH:24]=[CH:25][CH:26]=1)[CH2:12][NH:13][C:14]([NH:16][C:17]1[S:21][N:20]=[C:19]([CH2:22]Cl)[N:18]=1)=[O:15].ClCCl, predict the reaction product. The product is: [F:8][C:9]1[CH:10]=[C:11]([CH:24]=[CH:25][CH:26]=1)[CH2:12][NH:13][C:14]([NH:16][C:17]1[S:21][N:20]=[C:19]([CH2:22][O:7][CH2:6][CH2:5][O:4][CH3:3])[N:18]=1)=[O:15]. (2) Given the reactants [Cl:1][C:2]1[C:3]([C:21]([F:24])([F:23])[F:22])=[CH:4][C:5]2[N:9]=[C:8]([CH2:10][CH3:11])[N:7]([C:12]3[CH:17]=[CH:16][C:15]([CH2:18]Cl)=[CH:14][N:13]=3)[C:6]=2[CH:20]=1.[C-:25]#[N:26].[K+], predict the reaction product. The product is: [Cl:1][C:2]1[C:3]([C:21]([F:24])([F:23])[F:22])=[CH:4][C:5]2[N:9]=[C:8]([CH2:10][CH3:11])[N:7]([C:12]3[N:13]=[CH:14][C:15]([CH2:18][C:25]#[N:26])=[CH:16][CH:17]=3)[C:6]=2[CH:20]=1.